From a dataset of Full USPTO retrosynthesis dataset with 1.9M reactions from patents (1976-2016). Predict the reactants needed to synthesize the given product. (1) Given the product [CH:26]1([C:29]2[C:30]([O:39][CH2:40][CH:41]3[CH2:46][CH2:45][C:44]([F:47])([F:48])[CH2:43][CH2:42]3)=[CH:31][C:32]([F:38])=[C:33]([CH:37]=2)[C:34]([NH:60][S:57]([CH:54]2[CH2:56][CH2:55]2)(=[O:59])=[O:58])=[O:35])[CH2:27][CH2:28]1, predict the reactants needed to synthesize it. The reactants are: C1(C2C(OCC3(C(F)(F)F)CCCCC3)=CC(F)=C(C=2)C(O)=O)CC1.[CH:26]1([C:29]2[C:30]([O:39][CH2:40][CH:41]3[CH2:46][CH2:45][C:44]([F:48])([F:47])[CH2:43][CH2:42]3)=[CH:31][C:32]([F:38])=[C:33]([CH:37]=2)[C:34](O)=[O:35])[CH2:28][CH2:27]1.CS(N)(=O)=O.[CH:54]1([S:57]([NH2:60])(=[O:59])=[O:58])[CH2:56][CH2:55]1. (2) Given the product [CH:1]([C:4]1[CH:5]=[CH:6][C:7]([S:10]([CH2:13][C:14]2[CH:15]=[CH:16][C:17]([CH2:20][CH2:21][NH2:23])=[CH:18][CH:19]=2)(=[O:12])=[O:11])=[CH:8][CH:9]=1)([CH3:3])[CH3:2].[ClH:28], predict the reactants needed to synthesize it. The reactants are: [CH:1]([C:4]1[CH:9]=[CH:8][C:7]([S:10]([CH2:13][C:14]2[CH:19]=[CH:18][C:17]([CH2:20][C:21]([NH2:23])=O)=[CH:16][CH:15]=2)(=[O:12])=[O:11])=[CH:6][CH:5]=1)([CH3:3])[CH3:2].B.CSC.[ClH:28]. (3) Given the product [CH:18]1([NH:17][C:15](=[O:16])[C:14]2[CH:21]=[CH:22][C:23]([CH3:24])=[C:12]([C:8]3[CH:7]=[C:6]4[C:11](=[CH:10][CH:9]=3)[C:2]([C:26]3[CH:27]=[CH:28][CH:29]=[CH:30][C:25]=3[CH3:34])=[N:3][N:4]=[CH:5]4)[CH:13]=2)[CH2:20][CH2:19]1, predict the reactants needed to synthesize it. The reactants are: Cl[C:2]1[C:11]2[C:6](=[CH:7][C:8]([C:12]3[CH:13]=[C:14]([CH:21]=[CH:22][C:23]=3[CH3:24])[C:15]([NH:17][CH:18]3[CH2:20][CH2:19]3)=[O:16])=[CH:9][CH:10]=2)[CH:5]=[N:4][N:3]=1.[C:25]1([CH3:34])[CH:30]=[CH:29][CH:28]=[CH:27][C:26]=1B(O)O.C(=O)([O-])[O-].[K+].[K+]. (4) Given the product [CH3:1][N:2]1[CH:6]=[C:5]([C:7]2[CH:8]=[C:9]3[C:14](=[CH:15][CH:16]=2)[N:13]([C:18]2[C:22]4[CH2:23][N:24]([C:27]([O:29][C:30]([CH3:32])([CH3:33])[CH3:31])=[O:28])[CH2:25][CH2:26][C:21]=4[N:20]([CH:34]4[CH2:35][CH2:36][O:37][CH2:38][CH2:39]4)[N:19]=2)[CH2:12][CH2:11][CH2:10]3)[CH:4]=[N:3]1, predict the reactants needed to synthesize it. The reactants are: [CH3:1][N:2]1[CH:6]=[C:5]([C:7]2[CH:8]=[C:9]3[C:14](=[CH:15][CH:16]=2)[NH:13][CH2:12][CH2:11][CH2:10]3)[CH:4]=[N:3]1.Br[C:18]1[C:22]2[CH2:23][N:24]([C:27]([O:29][C:30]([CH3:33])([CH3:32])[CH3:31])=[O:28])[CH2:25][CH2:26][C:21]=2[N:20]([CH:34]2[CH2:39][CH2:38][O:37][CH2:36][CH2:35]2)[N:19]=1.C(O[Na])(C)(C)C.O1CCOCC1. (5) Given the product [Cl:23][S:12]([C:9]1[CH:10]=[CH:11][C:6]([O:5][C:2](=[O:4])[CH3:3])=[CH:7][CH:8]=1)(=[O:15])=[O:13], predict the reactants needed to synthesize it. The reactants are: [Na+].[C:2]([O:5][C:6]1[CH:11]=[CH:10][C:9]([S:12]([O-:15])(=O)=[O:13])=[CH:8][CH:7]=1)(=[O:4])[CH3:3].CN(C)C=O.S(Cl)([Cl:23])=O.